From a dataset of Full USPTO retrosynthesis dataset with 1.9M reactions from patents (1976-2016). Predict the reactants needed to synthesize the given product. (1) Given the product [I:1][C:2]1[CH:7]=[CH:6][N:5]=[C:4]([N:8]2[C:16]3[CH2:15][CH2:14][CH2:13][CH2:12][C:11]=3[C:10]([C:17]([NH2:25])=[O:19])=[N:9]2)[CH:3]=1, predict the reactants needed to synthesize it. The reactants are: [I:1][C:2]1[CH:7]=[CH:6][N:5]=[C:4]([N:8]2[C:16]3[CH2:15][CH2:14][CH2:13][CH2:12][C:11]=3[C:10]([C:17]([OH:19])=O)=[N:9]2)[CH:3]=1.[Cl-].[NH4+].C([N:25](CC)C(C)C)(C)C.CN(C(ON1N=NC2C=CC=NC1=2)=[N+](C)C)C.F[P-](F)(F)(F)(F)F.C(=O)(O)[O-].[Na+]. (2) Given the product [O:33]=[S:29]1(=[O:32])[CH2:30][CH2:31][N:26]([CH2:25][C:24]2[CH:23]=[C:22]([NH:20][C:18]3[N:19]=[C:15]4[CH:14]=[CH:13][CH:12]=[C:11]([C:8]5[CH:9]=[CH:10][C:5]([S:2]([CH3:1])(=[O:3])=[O:4])=[CH:6][CH:7]=5)[N:16]4[N:17]=3)[CH:36]=[CH:35][CH:34]=2)[CH2:27][CH2:28]1, predict the reactants needed to synthesize it. The reactants are: [CH3:1][S:2]([C:5]1[CH:10]=[CH:9][C:8]([C:11]2[N:16]3[N:17]=[C:18]([NH2:20])[N:19]=[C:15]3[CH:14]=[CH:13][CH:12]=2)=[CH:7][CH:6]=1)(=[O:4])=[O:3].Br[C:22]1[CH:23]=[C:24]([CH:34]=[CH:35][CH:36]=1)[CH2:25][N:26]1[CH2:31][CH2:30][S:29](=[O:33])(=[O:32])[CH2:28][CH2:27]1.C1(P(C2CCCCC2)C2C=CC=CC=2C2C=CC=CC=2P(C2CCCCC2)C2CCCCC2)CCCCC1. (3) Given the product [C:34]([O:33][C:31](=[O:32])[N:22]([CH2:21][C:19]1[S:20][C:15]2[C:14]([N:38]3[CH2:39][CH2:40][O:41][CH2:42][CH2:43]3)=[N:13][C:12]([C:7]3[CH:8]=[CH:9][CH:10]=[C:11]4[C:6]=3[CH:5]=[N:4][NH:3]4)=[N:17][C:16]=2[CH:18]=1)[CH2:23][CH2:24][CH2:25][C:26]([NH:1][OH:2])=[O:27])([CH3:36])([CH3:35])[CH3:37], predict the reactants needed to synthesize it. The reactants are: [NH2:1][OH:2].[NH:3]1[C:11]2[C:6](=[C:7]([C:12]3[N:13]=[C:14]([N:38]4[CH2:43][CH2:42][O:41][CH2:40][CH2:39]4)[C:15]4[S:20][C:19]([CH2:21][N:22]([C:31]([O:33][C:34]([CH3:37])([CH3:36])[CH3:35])=[O:32])[CH2:23][CH2:24][CH2:25][C:26](OCC)=[O:27])=[CH:18][C:16]=4[N:17]=3)[CH:8]=[CH:9][CH:10]=2)[CH:5]=[N:4]1. (4) Given the product [C:49]([NH:1][CH:2]1[CH2:3][CH2:4][N:5]([C:8]2[CH:16]=[CH:15][C:11]([C:12]([NH2:14])=[O:13])=[C:10]([C:17]3[CH:22]=[CH:21][C:20]([O:23][C:24]4[CH:29]=[CH:28][CH:27]=[CH:26][CH:25]=4)=[CH:19][CH:18]=3)[N:9]=2)[CH2:6][CH2:7]1)(=[O:51])[CH:46]=[CH2:45], predict the reactants needed to synthesize it. The reactants are: [NH2:1][CH:2]1[CH2:7][CH2:6][N:5]([C:8]2[CH:16]=[CH:15][C:11]([C:12]([NH2:14])=[O:13])=[C:10]([C:17]3[CH:22]=[CH:21][C:20]([O:23][C:24]4[CH:29]=[CH:28][CH:27]=[CH:26][CH:25]=4)=[CH:19][CH:18]=3)[N:9]=2)[CH2:4][CH2:3]1.C(OC(N1C=C(C2C=C[C:46]([C:49](=[O:51])N)=[C:45](C3C=CC(OC4C=CC=CC=4)=CC=3)N=2)CCC1)=O)(C)(C)C. (5) Given the product [CH2:1]([C:7]1[CH:8]=[CH:9][C:10]([C:13]2[C:14]([C:33]#[N:34])=[N:15][N:16]([C:22]([CH3:32])([CH3:31])[CH2:23][C:24]3[CH:25]=[CH:26][C:27]([CH3:30])=[CH:28][CH:29]=3)[C:17]=2[OH:18])=[CH:11][CH:12]=1)[CH2:2][CH2:3][CH2:4][CH2:5][CH3:6], predict the reactants needed to synthesize it. The reactants are: [CH2:1]([C:7]1[CH:12]=[CH:11][C:10]([C:13]2[C:14]([C:33]#[N:34])=[N:15][N:16]([C:22]([CH3:32])([CH3:31])[CH2:23][C:24]3[CH:29]=[CH:28][C:27]([CH3:30])=[CH:26][CH:25]=3)[C:17]=2[O:18]COC)=[CH:9][CH:8]=1)[CH2:2][CH2:3][CH2:4][CH2:5][CH3:6].Cl.O1CCOCC1. (6) Given the product [Cl:1][C:2]1[CH:9]=[C:8]([C:10]([F:13])([F:12])[F:11])[CH:7]=[CH:6][C:3]=1[CH2:4][C:20]([CH2:19][CH2:18][C:17]([F:16])([F:25])[F:26])([C:21]#[N:22])[C:23]#[N:24], predict the reactants needed to synthesize it. The reactants are: [Cl:1][C:2]1[CH:9]=[C:8]([C:10]([F:13])([F:12])[F:11])[CH:7]=[CH:6][C:3]=1[CH2:4]Br.[H-].[Na+].[F:16][C:17]([F:26])([F:25])[CH2:18][CH2:19][CH:20]([C:23]#[N:24])[C:21]#[N:22]. (7) Given the product [CH2:1]([O:8][C@H:9]1[C@H:15]([O:16][CH2:17][C:18]2[CH:19]=[CH:20][CH:21]=[CH:22][CH:23]=2)[C@@H:14]([O:24][CH2:25][C:26]2[CH:31]=[CH:30][CH:29]=[CH:28][CH:27]=2)[C@:13]2([C:33]3[CH:38]=[CH:37][C:36]([Cl:39])=[C:35]([CH2:40][C:41]4[CH:46]=[CH:45][C:44]([O:47][CH3:48])=[C:43]([F:49])[C:42]=4[F:50])[CH:34]=3)[O:32][C@@:10]1([CH:51]([OH:52])[CH3:53])[CH2:11][O:12]2)[C:2]1[CH:7]=[CH:6][CH:5]=[CH:4][CH:3]=1, predict the reactants needed to synthesize it. The reactants are: [CH2:1]([O:8][C@H:9]1[C@H:15]([O:16][CH2:17][C:18]2[CH:23]=[CH:22][CH:21]=[CH:20][CH:19]=2)[C@@H:14]([O:24][CH2:25][C:26]2[CH:31]=[CH:30][CH:29]=[CH:28][CH:27]=2)[C@:13]2([C:33]3[CH:38]=[CH:37][C:36]([Cl:39])=[C:35]([CH2:40][C:41]4[CH:46]=[CH:45][C:44]([O:47][CH3:48])=[C:43]([F:49])[C:42]=4[F:50])[CH:34]=3)[O:32][C@@:10]1([CH:51]=[O:52])[CH2:11][O:12]2)[C:2]1[CH:7]=[CH:6][CH:5]=[CH:4][CH:3]=1.[CH3:53][Mg]Br. (8) The reactants are: [CH3:1][C:2]1[CH:7]=[CH:6][C:5]([S:8]([O:11][CH2:12][CH2:13][N:14]2[CH2:18][CH2:17][NH:16][C:15]2=[O:19])(=[O:10])=[O:9])=[CH:4][CH:3]=1.[CH3:20][Si]([N-][Si](C)(C)C)(C)C.[Na+].IC. Given the product [CH3:1][C:2]1[CH:3]=[CH:4][C:5]([S:8]([O:11][CH2:12][CH2:13][N:14]2[CH2:18][CH2:17][N:16]([CH3:20])[C:15]2=[O:19])(=[O:10])=[O:9])=[CH:6][CH:7]=1, predict the reactants needed to synthesize it.